From a dataset of Forward reaction prediction with 1.9M reactions from USPTO patents (1976-2016). Predict the product of the given reaction. (1) Given the reactants [F:1][C:2]1[C:7]([O:8][C:9]2[CH:14]=[CH:13][CH:12]=[CH:11][CH:10]=2)=[C:6]([N+:15]([O-:17])=[O:16])[CH:5]=[CH:4][C:3]=1[CH2:18]C(O)=O.C(OCC)(=O)C, predict the reaction product. The product is: [C:9]1([O:8][C:7]2[C:6]([N+:15]([O-:17])=[O:16])=[CH:5][CH:4]=[C:3]([CH3:18])[C:2]=2[F:1])[CH:10]=[CH:11][CH:12]=[CH:13][CH:14]=1. (2) Given the reactants [CH2:1]([N:5]([S:15]([C:18]1[CH:23]=[CH:22][C:21]([CH3:24])=[CH:20][CH:19]=1)(=[O:17])=[O:16])[C@H:6]([C:12]([OH:14])=[O:13])[CH2:7][CH2:8][CH2:9][CH2:10][NH2:11])[CH:2]([CH3:4])[CH3:3].[C:25]([O:29][C:30]([NH:32][C@H:33]([C:44](O)=[O:45])[CH2:34][S:35][CH2:36][C:37]1[CH:42]=[CH:41][C:40]([CH3:43])=[CH:39][CH:38]=1)=[O:31])([CH3:28])([CH3:27])[CH3:26], predict the reaction product. The product is: [CH3:43][C:40]1[CH:39]=[CH:38][C:37]([CH2:36][S:35][CH2:34][C@H:33]([NH:32][C:30]([O:29][C:25]([CH3:28])([CH3:27])[CH3:26])=[O:31])[C:44]([NH:11][CH2:10][CH2:9][CH2:8][CH2:7][C@H:6]([N:5]([S:15]([C:18]2[CH:23]=[CH:22][C:21]([CH3:24])=[CH:20][CH:19]=2)(=[O:17])=[O:16])[CH2:1][CH:2]([CH3:3])[CH3:4])[C:12]([OH:14])=[O:13])=[O:45])=[CH:42][CH:41]=1. (3) Given the reactants C([O:3][C:4]([C:6]1[N:7]([N:19]([C:28](=[O:35])[CH2:29][C:30]([O:32][CH2:33]C)=[O:31])[CH2:20][C:21]2[CH:26]=[CH:25][C:24]([F:27])=[CH:23][CH:22]=2)[C:8]2[C:13]([CH:14]=1)=[CH:12][CH:11]=[C:10]([C:15]([F:18])([F:17])[F:16])[CH:9]=2)=O)C.C[O-].[Na+].CO, predict the reaction product. The product is: [CH3:33][O:32][C:30]([C:29]1[C:28](=[O:35])[N:19]([CH2:20][C:21]2[CH:26]=[CH:25][C:24]([F:27])=[CH:23][CH:22]=2)[N:7]2[C:6](=[CH:14][C:13]3[C:8]2=[CH:9][C:10]([C:15]([F:18])([F:17])[F:16])=[CH:11][CH:12]=3)[C:4]=1[OH:3])=[O:31].